From a dataset of Catalyst prediction with 721,799 reactions and 888 catalyst types from USPTO. Predict which catalyst facilitates the given reaction. (1) Reactant: NC1C=CC(B(O)O)=CC=1.[Br:11][C:12]1[CH:18]=[CH:17][C:15]([NH2:16])=[CH:14][CH:13]=1.FC(F)(F)S(O[Si:25]([CH3:28])([CH3:27])[CH3:26])(=O)=O. Product: [CH3:26][Si:25]([CH3:28])([CH3:27])[N:16]([Si:25]([CH3:28])([CH3:27])[CH3:26])[C:15]1[CH:17]=[CH:18][C:12]([Br:11])=[CH:13][CH:14]=1. The catalyst class is: 66. (2) Reactant: [Cl-].[Na+].[C:3]([C:5]1[CH:6]=[C:7]([CH:31]=[CH:32][CH:33]=1)[O:8][C:9]1[CH:26]=[C:25]([C:27]([F:30])([F:29])[F:28])[CH:24]=[CH:23][C:10]=1[CH2:11][CH:12](C(OCC)=O)[C:13]([O:15]CC)=[O:14])#[N:4]. Product: [C:3]([C:5]1[CH:6]=[C:7]([CH:31]=[CH:32][CH:33]=1)[O:8][C:9]1[CH:26]=[C:25]([C:27]([F:29])([F:30])[F:28])[CH:24]=[CH:23][C:10]=1[CH2:11][CH2:12][C:13]([OH:15])=[O:14])#[N:4]. The catalyst class is: 58. (3) Reactant: Br[C:2]1[C:14]2[C:13]3[C:8](=[CH:9][C:10]([C:15]([OH:18])([CH3:17])[CH3:16])=[CH:11][CH:12]=3)[NH:7][C:6]=2[C:5]([C:19]([NH2:21])=[O:20])=[CH:4][C:3]=1[Cl:22].[F:23][C:24]1[CH:29]=[CH:28][C:27]([N:30]2[CH:35]=[CH:34][C:33](=[O:36])[N:32]([C:37]3[CH:42]=[CH:41][CH:40]=[C:39](B4OC(C)(C)C(C)(C)O4)[C:38]=3[CH3:52])[C:31]2=[O:53])=[CH:26][CH:25]=1.C([O-])([O-])=O.[Na+].[Na+]. Product: [Cl:22][C:3]1[CH:4]=[C:5]([C:19]([NH2:21])=[O:20])[C:6]2[NH:7][C:8]3[C:13]([C:14]=2[C:2]=1[C:39]1[CH:40]=[CH:41][CH:42]=[C:37]([N:32]2[C:33](=[O:36])[CH:34]=[CH:35][N:30]([C:27]4[CH:28]=[CH:29][C:24]([F:23])=[CH:25][CH:26]=4)[C:31]2=[O:53])[C:38]=1[CH3:52])=[CH:12][CH:11]=[C:10]([C:15]([OH:18])([CH3:17])[CH3:16])[CH:9]=3. The catalyst class is: 335. (4) Reactant: CS([O:5][CH2:6][CH2:7][N:8]1[C:16]2[C:11](=[CH:12][CH:13]=[CH:14][CH:15]=2)[CH:10]=[CH:9]1)(=O)=O.O[C:18]1[CH:25]=[CH:24][C:21]([CH:22]=[O:23])=[CH:20][CH:19]=1.[H-].[Na+].O. Product: [N:8]1([CH2:7][CH2:6][O:5][C:18]2[CH:25]=[CH:24][C:21]([CH:22]=[O:23])=[CH:20][CH:19]=2)[C:16]2[C:11](=[CH:12][CH:13]=[CH:14][CH:15]=2)[CH:10]=[CH:9]1. The catalyst class is: 3. (5) Reactant: CC([CH:5]1[CH2:10][CH:9]([N:11]2[CH2:16][CH2:15][N:14]([C:17]3[CH:22]=[CH:21][C:20]([N+:23]([O-:25])=[O:24])=[C:19]([O:26][CH3:27])[CH:18]=3)[CH2:13][CH2:12]2)[CH2:8][CH2:7][N:6]1C([O-])=O)(C)C.C(O)(C(F)(F)F)=O. Product: [CH3:27][O:26][C:19]1[CH:18]=[C:17]([N:14]2[CH2:13][CH2:12][N:11]([CH:9]3[CH2:10][CH2:5][NH:6][CH2:7][CH2:8]3)[CH2:16][CH2:15]2)[CH:22]=[CH:21][C:20]=1[N+:23]([O-:25])=[O:24]. The catalyst class is: 2. (6) Reactant: [Br:1][C:2]1[CH:3]=[C:4]([CH:7]=[CH:8][C:9]=1F)[C:5]#[N:6].[NH:11]1[CH:15]=[CH:14][N:13]=[CH:12]1.[H-].[Na+].O. Product: [Br:1][C:2]1[CH:3]=[C:4]([C:5]#[N:6])[CH:7]=[CH:8][C:9]=1[N:11]1[CH:15]=[CH:14][N:13]=[CH:12]1. The catalyst class is: 9.